Dataset: Catalyst prediction with 721,799 reactions and 888 catalyst types from USPTO. Task: Predict which catalyst facilitates the given reaction. (1) Reactant: [CH3:1][N:2]([S:28]([C:31]1[S:32][CH:33]=[CH:34][CH:35]=1)(=[O:30])=[O:29])[C:3]1[CH:4]=[C:5]([O:23][C:24]([F:27])([F:26])[F:25])[CH:6]=[C:7]2[C:11]=1[NH:10][C:9]([C:12]1[S:13][CH:14]([CH2:17][C:18]([O:20]CC)=[O:19])[CH2:15][N:16]=1)=[CH:8]2.[OH-].[Na+].O1CCCC1.C(O)(=O)CC(CC(O)=O)(C(O)=O)O. Product: [CH3:1][N:2]([S:28]([C:31]1[S:32][CH:33]=[CH:34][CH:35]=1)(=[O:30])=[O:29])[C:3]1[CH:4]=[C:5]([O:23][C:24]([F:25])([F:27])[F:26])[CH:6]=[C:7]2[C:11]=1[NH:10][C:9]([C:12]1[S:13][CH:14]([CH2:17][C:18]([OH:20])=[O:19])[CH2:15][N:16]=1)=[CH:8]2. The catalyst class is: 8. (2) Reactant: Br[C:2]1[CH:6]=[CH:5][S:4][C:3]=1[CH:7]=[O:8].[C:9]1(B(O)O)[CH:14]=[CH:13][CH:12]=[CH:11][CH:10]=1. Product: [C:9]1([C:2]2[CH:6]=[CH:5][S:4][C:3]=2[CH:7]=[O:8])[CH:14]=[CH:13][CH:12]=[CH:11][CH:10]=1. The catalyst class is: 104. (3) The catalyst class is: 26. Product: [C:14]1([C@H:24]([NH:26][CH2:12][C:11]2[N:7]([C:1]3[CH:6]=[CH:5][CH:4]=[CH:3][CH:2]=3)[N:8]=[CH:9][CH:10]=2)[CH3:25])[C:23]2[C:18](=[CH:19][CH:20]=[CH:21][CH:22]=2)[CH:17]=[CH:16][CH:15]=1. Reactant: [C:1]1([N:7]2[C:11]([CH:12]=O)=[CH:10][CH:9]=[N:8]2)[CH:6]=[CH:5][CH:4]=[CH:3][CH:2]=1.[C:14]1([C@H:24]([NH2:26])[CH3:25])[C:23]2[C:18](=[CH:19][CH:20]=[CH:21][CH:22]=2)[CH:17]=[CH:16][CH:15]=1.C(O)(=O)C.[BH-](OC(C)=O)(OC(C)=O)OC(C)=O.[Na+]. (4) Reactant: [Cl:1][C:2]1[CH:3]=[C:4]([CH:9]=[CH:10][N:11]=1)[C:5]([NH:7][CH3:8])=[O:6].[C:12]([O:16][C:17]([N:19]1[CH2:24]CN[CH2:21][CH2:20]1)=[O:18])([CH3:15])([CH3:14])[CH3:13].C(Cl)CCl.C1C=CC2N(O)N=NC=2C=1.CCN(CC)CC. Product: [Cl:1][C:2]1[CH:3]=[C:4]([CH:9]=[CH:10][N:11]=1)[C:5]([N:7]1[CH2:21][CH2:20][N:19]([C:17]([O:16][C:12]([CH3:13])([CH3:15])[CH3:14])=[O:18])[CH2:24][CH2:8]1)=[O:6]. The catalyst class is: 18. (5) Reactant: [Cl:1][C:2]1[C:3]2[N:4]([C:15](=[O:18])[NH:16][N:17]=2)[N:5]=[CH:6][C:7]=1[C:8]1[CH:13]=[CH:12][C:11]([Cl:14])=[CH:10][CH:9]=1.Br[CH2:20][C:21]1[CH:26]=[CH:25][C:24]([C:27]2[O:31][N:30]=[CH:29][CH:28]=2)=[CH:23][CH:22]=1.C([O-])([O-])=O.[K+].[K+]. Product: [O:31]1[C:27]([C:24]2[CH:25]=[CH:26][C:21]([CH2:20][N:16]3[C:15](=[O:18])[N:4]4[N:5]=[CH:6][C:7]([C:8]5[CH:13]=[CH:12][C:11]([Cl:14])=[CH:10][CH:9]=5)=[C:2]([Cl:1])[C:3]4=[N:17]3)=[CH:22][CH:23]=2)=[CH:28][CH:29]=[N:30]1. The catalyst class is: 3. (6) Reactant: [Cl:1]N1C(=O)CCC1=O.[C:9]([O:13][C:14]([N:16]1[CH2:21][CH2:20][N:19]([C:22]2[N:30]=[CH:29][N:28]=[C:27]3[C:23]=2[N:24]=[CH:25][N:26]3[CH3:31])[CH2:18][CH2:17]1)=[O:15])([CH3:12])([CH3:11])[CH3:10].CN(C)C=O.C(OCC)(=O)C. Product: [C:9]([O:13][C:14]([N:16]1[CH2:17][CH2:18][N:19]([C:22]2[N:30]=[CH:29][N:28]=[C:27]3[C:23]=2[N:24]=[C:25]([Cl:1])[N:26]3[CH3:31])[CH2:20][CH2:21]1)=[O:15])([CH3:12])([CH3:11])[CH3:10]. The catalyst class is: 6. (7) Reactant: [CH3:1][O:2][C:3](=[O:10])[C:4]#[C:5][CH:6]([OH:9])[CH2:7][CH3:8].CC(C)=O.OS(O)(=O)=O.O=[Cr](=O)=O. Product: [CH3:1][O:2][C:3](=[O:10])[C:4]#[C:5][C:6](=[O:9])[CH2:7][CH3:8]. The catalyst class is: 21.